From a dataset of Forward reaction prediction with 1.9M reactions from USPTO patents (1976-2016). Predict the product of the given reaction. (1) Given the reactants Cl.NO.[Br:4][C:5]1[CH:6]=[N:7][CH:8]=[CH:9][C:10]=1[CH2:11][O:12][C:13]1[CH:14]=[N:15][C:16]([N:19]2[CH2:24][CH2:23][N:22]([C:25]#[N:26])[CH2:21][C@H:20]2[CH3:27])=[N:17][CH:18]=1.C([N:30](C(C)C)C(C)C)C.N1C=CC=CC=1.[C:43](Cl)(=[O:47])[CH:44]([CH3:46])[CH3:45], predict the reaction product. The product is: [Br:4][C:5]1[CH:6]=[N:7][CH:8]=[CH:9][C:10]=1[CH2:11][O:12][C:13]1[CH:14]=[N:15][C:16]([N:19]2[CH2:24][CH2:23][N:22]([C:25]3[N:30]=[C:43]([CH:44]([CH3:46])[CH3:45])[O:47][N:26]=3)[CH2:21][C@H:20]2[CH3:27])=[N:17][CH:18]=1. (2) Given the reactants [Si:1]([O:8][C@@H:9]([CH2:20][O:21][C:22]1[CH:27]=[CH:26][CH:25]=[C:24]([C:28]2[N:33]=[C:32]([Cl:34])[C:31]([CH3:35])=[C:30]([C:36]3[C:37]([CH3:42])=[N:38][O:39][C:40]=3[CH3:41])[N:29]=2)[CH:23]=1)[CH2:10][N:11]([CH3:19])[C:12](=[O:18])[O:13][C:14]([CH3:17])([CH3:16])[CH3:15])([C:4]([CH3:7])([CH3:6])[CH3:5])([CH3:3])[CH3:2].C1C(=O)N([Cl:50])C(=O)C1, predict the reaction product. The product is: [Si:1]([O:8][C@@H:9]([CH2:20][O:21][C:22]1[CH:27]=[CH:26][C:25]([Cl:50])=[C:24]([C:28]2[N:33]=[C:32]([Cl:34])[C:31]([CH3:35])=[C:30]([C:36]3[C:37]([CH3:42])=[N:38][O:39][C:40]=3[CH3:41])[N:29]=2)[CH:23]=1)[CH2:10][N:11]([CH3:19])[C:12](=[O:18])[O:13][C:14]([CH3:15])([CH3:16])[CH3:17])([C:4]([CH3:5])([CH3:6])[CH3:7])([CH3:2])[CH3:3].